This data is from Forward reaction prediction with 1.9M reactions from USPTO patents (1976-2016). The task is: Predict the product of the given reaction. Given the reactants [CH3:1][C:2]1[N:6]=[C:5]([CH3:7])[N:4]([C:8]2[N:13]=[C:12](S(C)(=O)=O)[N:11]=[C:10]([C@@H:18]3[CH2:20][C@H:19]3[C:21]3[N:25]([CH3:26])[C:24]4[CH:27]=[CH:28][CH:29]=[CH:30][C:23]=4[N:22]=3)[CH:9]=2)[N:3]=1.[C-:31]#[N:32].[Na+].O, predict the reaction product. The product is: [CH3:1][C:2]1[N:6]=[C:5]([CH3:7])[N:4]([C:8]2[CH:9]=[C:10]([C@@H:18]3[CH2:20][C@H:19]3[C:21]3[N:25]([CH3:26])[C:24]4[CH:27]=[CH:28][CH:29]=[CH:30][C:23]=4[N:22]=3)[N:11]=[C:12]([C:31]#[N:32])[N:13]=2)[N:3]=1.